Dataset: Reaction yield outcomes from USPTO patents with 853,638 reactions. Task: Predict the reaction yield, written as a fraction of the theoretical maximum amount of product (1.0 means a 100% yield; for example, 0.34 means a 34% yield). (1) The reactants are Cl[C:2]1[C:3]([C:16]2[CH:21]=[CH:20][CH:19]=[CH:18][CH:17]=2)=[N:4][C:5]2[C:10]([N:11]=1)=[CH:9][C:8]([C:12]([O:14][CH3:15])=[O:13])=[CH:7][CH:6]=2.[CH3:22][O:23][C:24]1[CH:29]=[CH:28][C:27]([CH:30]2[CH2:35][CH2:34][NH:33][CH2:32][CH2:31]2)=[CH:26][CH:25]=1.CCN(C(C)C)C(C)C. The catalyst is CN(C=O)C. The product is [CH3:22][O:23][C:24]1[CH:25]=[CH:26][C:27]([CH:30]2[CH2:35][CH2:34][N:33]([C:2]3[C:3]([C:16]4[CH:21]=[CH:20][CH:19]=[CH:18][CH:17]=4)=[N:4][C:5]4[C:10]([N:11]=3)=[CH:9][C:8]([C:12]([O:14][CH3:15])=[O:13])=[CH:7][CH:6]=4)[CH2:32][CH2:31]2)=[CH:28][CH:29]=1. The yield is 0.630. (2) The reactants are [CH3:1][N:2]1[CH2:7][CH2:6][N:5]([CH2:8][CH2:9][C:10]2[CH:15]=[CH:14][C:13]([NH2:16])=[CH:12][CH:11]=2)[CH2:4][CH2:3]1.[CH2:17]([O:19][C:20]([C:22]1[C:23](=[O:45])[C:24]2[CH:29]=[N:28][C:27](S(C)(=O)=O)=[N:26][C:25]=2[N:34]([C:36]2[CH:37]=[C:38]3[C:42](=[CH:43][CH:44]=2)[CH2:41][CH2:40]C3)[CH:35]=1)=[O:21])[CH3:18]. No catalyst specified. The product is [CH2:17]([O:19][C:20]([C:22]1[C:23](=[O:45])[C:24]2[CH:29]=[N:28][C:27]([NH:16][C:13]3[CH:12]=[CH:11][C:10]([CH2:9][CH2:8][N:5]4[CH2:6][CH2:7][N:2]([CH3:1])[CH2:3][CH2:4]4)=[CH:15][CH:14]=3)=[N:26][C:25]=2[N:34]([C:36]2[CH:44]=[CH:43][C:42]([C:41]#[CH:40])=[CH:38][CH:37]=2)[CH:35]=1)=[O:21])[CH3:18]. The yield is 0.670. (3) The reactants are [O:1]1[C:5]2[CH:6]=[CH:7][C:8]([C:10]3([C:13]([NH:15][C:16]4[CH:17]=[C:18]([C:23]5[CH:28]=[CH:27][C:26]([CH2:29]O)=[CH:25][CH:24]=5)[C:19]([CH3:22])=[CH:20][CH:21]=4)=[O:14])[CH2:12][CH2:11]3)=[CH:9][C:4]=2[O:3][CH2:2]1.CS(Cl)(=O)=O.[CH:36]([N:39](CC)C(C)C)(C)C.CN.C1COCC1. The catalyst is ClCCl. The product is [O:1]1[C:5]2[CH:6]=[CH:7][C:8]([C:10]3([C:13]([NH:15][C:16]4[CH:17]=[C:18]([C:23]5[CH:28]=[CH:27][C:26]([CH2:29][NH:39][CH3:36])=[CH:25][CH:24]=5)[C:19]([CH3:22])=[CH:20][CH:21]=4)=[O:14])[CH2:12][CH2:11]3)=[CH:9][C:4]=2[O:3][CH2:2]1. The yield is 0.600. (4) The reactants are COC(C1C=C(O)C2C(=C(OCC3C=CC=CC=3)C=C(C#CCOCC3C=CC=CC=3)C=2)N=1)=O.[CH3:35][O:36][C:37]([C:39]1[CH:48]=[C:47]([C:49]#[C:50][C:51]2[CH:56]=[CH:55][CH:54]=[CH:53][CH:52]=2)[C:46]2[C:41](=[C:42]([O:57]CC3C=CC=CC=3)[CH:43]=[CH:44][CH:45]=2)[N:40]=1)=[O:38]. No catalyst specified. The product is [CH3:35][O:36][C:37]([C:39]1[CH:48]=[C:47]([CH2:49][CH2:50][C:51]2[CH:56]=[CH:55][CH:54]=[CH:53][CH:52]=2)[C:46]2[C:41](=[C:42]([OH:57])[CH:43]=[CH:44][CH:45]=2)[N:40]=1)=[O:38]. The yield is 0.880. (5) The reactants are [CH:1]([C:3]1[CH:11]=[CH:10][CH:9]=[CH:8][C:4]=1[C:5](O)=[O:6])=[O:2].[CH:12]([N:15](CC)[CH:16](C)C)(C)C.CNC.C(O)C. The catalyst is ClCCl.C(OCC)C. The product is [CH:1]([C:3]1[CH:11]=[CH:10][CH:9]=[CH:8][C:4]=1[C:5]([N:15]([CH3:16])[CH3:12])=[O:6])=[O:2]. The yield is 0.190. (6) The reactants are [CH2:1]([NH:5][C:6](=[O:33])[C:7]([NH:9][CH2:10][CH2:11][CH2:12][CH2:13][CH2:14][O:15][Si](C(C)(C)C)(C1C=CC=CC=1)C1C=CC=CC=1)=[O:8])[CH2:2][CH2:3][CH3:4]. The catalyst is C1COCC1. The product is [CH2:1]([NH:5][C:6](=[O:33])[C:7]([NH:9][CH2:10][CH2:11][CH2:12][CH2:13][CH2:14][OH:15])=[O:8])[CH2:2][CH2:3][CH3:4]. The yield is 0.920. (7) The reactants are [CH3:1][O:2][C:3]1[CH:11]=[CH:10][C:6]([CH2:7][CH2:8][NH2:9])=[CH:5][CH:4]=1.[CH:12]1(I)[CH2:16][CH2:15][CH2:14][CH2:13]1. The catalyst is CC#N.C(Cl)Cl. The product is [CH3:1][O:2][C:3]1[CH:11]=[CH:10][C:6]([CH2:7][CH2:8][NH:9][CH:12]2[CH2:16][CH2:15][CH2:14][CH2:13]2)=[CH:5][CH:4]=1. The yield is 0.650.